Predict the product of the given reaction. From a dataset of Forward reaction prediction with 1.9M reactions from USPTO patents (1976-2016). Given the reactants [C:1]([CH2:3][C:4]([NH:6][CH2:7][C:8]1[CH:13]=[CH:12][C:11]([O:14]C)=[C:10]([O:16]C)[CH:9]=1)=[O:5])#[N:2].O, predict the reaction product. The product is: [C:1]([CH2:3][C:4]([NH:6][CH2:7][C:8]1[CH:13]=[CH:12][C:11]([OH:14])=[C:10]([OH:16])[CH:9]=1)=[O:5])#[N:2].